This data is from Reaction yield outcomes from USPTO patents with 853,638 reactions. The task is: Predict the reaction yield, written as a fraction of the theoretical maximum amount of product (1.0 means a 100% yield; for example, 0.34 means a 34% yield). (1) The reactants are [CH3:1][C@H:2]([C@@:10]([OH:25])([C:17]1[CH:18]=[CH:19][C:20]([F:24])=[CH:21][C:22]=1[F:23])[CH2:11][N:12]1[N:16]=[CH:15][N:14]=[CH:13]1)[C:3]1[N:8]=[CH:7][N:6]=[CH:5][C:4]=1[F:9].[C@@]12(CS([O-])(=O)=O)C(C)(C)C(CC1)CC2=O.C(N(CC)CC)C. The catalyst is O. The product is [CH3:1][C@H:2]([C@@:10]([OH:25])([C:17]1[CH:18]=[CH:19][C:20]([F:24])=[CH:21][C:22]=1[F:23])[CH2:11][N:12]1[N:16]=[CH:15][N:14]=[CH:13]1)[C:3]1[N:8]=[CH:7][N:6]=[CH:5][C:4]=1[F:9]. The yield is 0.783. (2) The reactants are [Cl:1][C:2]1[CH:7]=[CH:6][C:5]([OH:8])=[C:4](I)[CH:3]=1.[CH3:10][O:11][C:12]1[CH:17]=[CH:16][C:15]([C:18]#[CH:19])=[CH:14][CH:13]=1.O. The catalyst is CN(C=O)C.C(NCC)C.[Cu]I. The product is [Cl:1][C:2]1[CH:7]=[CH:6][C:5]2[O:8][C:18]([C:15]3[CH:16]=[CH:17][C:12]([O:11][CH3:10])=[CH:13][CH:14]=3)=[CH:19][C:4]=2[CH:3]=1. The yield is 0.500. (3) The reactants are [C:1]([C:5]1[CH:10]=[CH:9][C:8]([C:11]2[N:15]([CH3:16])[N:14]=[C:13]([C:17](=O)[CH3:18])[C:12]=2[OH:20])=[CH:7][CH:6]=1)([CH3:4])([CH3:3])[CH3:2].[N+:21]([C:24]1[CH:33]=[C:32]([C:34]([NH:36][NH2:37])=[O:35])[CH:31]=[CH:30][C:25]=1[C:26]([O:28][CH3:29])=[O:27])([O-:23])=[O:22]. The catalyst is C(O)(C)C. The product is [C:1]([C:5]1[CH:10]=[CH:9][C:8]([C:11]2[N:15]([CH3:16])[N:14]=[C:13]([C:17](=[N:37][NH:36][C:34]([C:32]3[CH:31]=[CH:30][C:25]([C:26]([O:28][CH3:29])=[O:27])=[C:24]([N+:21]([O-:23])=[O:22])[CH:33]=3)=[O:35])[CH3:18])[C:12]=2[OH:20])=[CH:7][CH:6]=1)([CH3:4])([CH3:3])[CH3:2]. The yield is 0.830. (4) The reactants are Br[CH2:2][C:3]([C:5]1[CH:10]=[CH:9][C:8]([S:11]([CH3:14])(=[O:13])=[O:12])=[CH:7][CH:6]=1)=O.[C:15]([NH2:23])(=[O:22])[C:16]1[CH:21]=[CH:20][CH:19]=[CH:18][CH:17]=1. No catalyst specified. The product is [CH3:14][S:11]([C:8]1[CH:9]=[CH:10][C:5]([C:3]2[N:23]=[C:15]([C:16]3[CH:21]=[CH:20][CH:19]=[CH:18][CH:17]=3)[O:22][CH:2]=2)=[CH:6][CH:7]=1)(=[O:13])=[O:12]. The yield is 0.300. (5) The reactants are [F:1][C:2]1[CH:7]=[CH:6][CH:5]=[C:4]([F:8])[C:3]=1[C:9]1[O:10][C:11]([C:17]2[CH:22]=[CH:21][C:20]([OH:23])=[CH:19][CH:18]=2)=[C:12]([C:14]([NH2:16])=[O:15])[N:13]=1.C(=O)([O-])[O-].[K+].[K+].[Cl:30][CH2:31][CH2:32]Cl. The catalyst is CN(C=O)C.CCOC(C)=O. The product is [Cl:30][CH2:31][CH2:32][O:23][C:20]1[CH:19]=[CH:18][C:17]([C:11]2[O:10][C:9]([C:3]3[C:4]([F:8])=[CH:5][CH:6]=[CH:7][C:2]=3[F:1])=[N:13][C:12]=2[C:14]([NH2:16])=[O:15])=[CH:22][CH:21]=1. The yield is 0.920.